This data is from Reaction yield outcomes from USPTO patents with 853,638 reactions. The task is: Predict the reaction yield, written as a fraction of the theoretical maximum amount of product (1.0 means a 100% yield; for example, 0.34 means a 34% yield). (1) The yield is 0.830. The catalyst is COCCOC.C1C=CC([P]([Pd]([P](C2C=CC=CC=2)(C2C=CC=CC=2)C2C=CC=CC=2)([P](C2C=CC=CC=2)(C2C=CC=CC=2)C2C=CC=CC=2)[P](C2C=CC=CC=2)(C2C=CC=CC=2)C2C=CC=CC=2)(C2C=CC=CC=2)C2C=CC=CC=2)=CC=1. The product is [CH3:1][O:2][C:3]1[N:8]=[CH:7][C:6]([C:13]2[CH:14]=[C:15]([NH2:16])[CH:17]=[CH:18][CH:19]=2)=[CH:5][N:4]=1. The reactants are [CH3:1][O:2][C:3]1[N:8]=[CH:7][C:6](B(O)O)=[CH:5][N:4]=1.Br[C:13]1[CH:14]=[C:15]([CH:17]=[CH:18][CH:19]=1)[NH2:16].C([O-])([O-])=O.[Na+].[Na+]. (2) The reactants are [C:1]([C:3]1[CH:4]=[C:5]([C:9]2[C:18]3[C:13](=[CH:14][CH:15]=[CH:16][CH:17]=3)[C:12]([O:19]C)=[N:11][CH:10]=2)[CH:6]=[CH:7][CH:8]=1)#[N:2].[I-].[Na+].Cl[Si](C)(C)[CH3:25]. The catalyst is C(#N)C.O. The product is [CH3:25][C:10]1[NH:11][C:12](=[O:19])[C:13]2[C:18]([C:9]=1[C:5]1[CH:4]=[C:3]([CH:8]=[CH:7][CH:6]=1)[C:1]#[N:2])=[CH:17][CH:16]=[CH:15][CH:14]=2. The yield is 0.830. (3) The product is [C:7]1([S:13]([CH:16]([C:17]2[O:18][C:19]([C:22]([F:24])([F:25])[F:23])=[N:20][N:21]=2)[CH:28]2[CH2:29][CH2:30][C:26](=[O:31])[CH2:27]2)(=[O:15])=[O:14])[CH:8]=[CH:9][CH:10]=[CH:11][CH:12]=1. The yield is 0.900. The reactants are C([O-])([O-])=O.[Cs+].[Cs+].[C:7]1([S:13]([CH2:16][C:17]2[O:18][C:19]([C:22]([F:25])([F:24])[F:23])=[N:20][N:21]=2)(=[O:15])=[O:14])[CH:12]=[CH:11][CH:10]=[CH:9][CH:8]=1.[C:26]1(=[O:31])[CH2:30][CH2:29][CH:28]=[CH:27]1. The catalyst is C1COCC1.[NH4+].[Cl-]. (4) The reactants are [CH2:1]([S:3]([C:6]1[CH:7]=[C:8]([C:12]2[CH:20]=[C:19]([C:21]([OH:23])=O)[C:18]([CH3:24])=[C:17]3[C:13]=2[C:14]2[CH:28]=[C:27]([CH3:29])[CH:26]=[N:25][C:15]=2[NH:16]3)[CH:9]=[CH:10][CH:11]=1)(=[O:5])=[O:4])[CH3:2].[CH3:30][N:31]1[CH2:36][CH2:35][CH:34]([NH2:37])[CH2:33][CH2:32]1.CN(C(ON1N=NC2C=CC=NC1=2)=[N+](C)C)C.F[P-](F)(F)(F)(F)F.CCN(C(C)C)C(C)C. The catalyst is C(Cl)Cl.CN(C=O)C. The product is [CH2:1]([S:3]([C:6]1[CH:7]=[C:8]([C:12]2[CH:20]=[C:19]([C:21]([NH:37][CH:34]3[CH2:35][CH2:36][N:31]([CH3:30])[CH2:32][CH2:33]3)=[O:23])[C:18]([CH3:24])=[C:17]3[C:13]=2[C:14]2[CH:28]=[C:27]([CH3:29])[CH:26]=[N:25][C:15]=2[NH:16]3)[CH:9]=[CH:10][CH:11]=1)(=[O:4])=[O:5])[CH3:2]. The yield is 0.818.